From a dataset of Experimentally validated miRNA-target interactions with 360,000+ pairs, plus equal number of negative samples. Binary Classification. Given a miRNA mature sequence and a target amino acid sequence, predict their likelihood of interaction. (1) The miRNA is rno-miR-96-5p with sequence UUUGGCACUAGCACAUUUUUGCU. The protein sequence of the target gene is MRRAALWLWLCALALSLQPALPQIVATNLPPEDQDGSGDDSDNFSGSGAGALQDITLSQQTPSTWKDTQLLTAIPTSPEPTGLEATAASTSTLPAGEGPKEGEAVVLPEVEPGLTAREQEATPRPRETTQLPTTHLASTTTATTAQEPATSHPHRDMQPGHHETSTPAGPSQADLHTPHTEDGGPSATERAAEDGASSQLPAAEGSGEQDFTFETSGENTAVVAVEPDRRNQSPVDQGATGASQGLLDRKEVLGGVIAGGLVGLIFAVCLVGFMLYRMKKKDEGSYSLEEPKQANGGAYQ.... Result: 0 (no interaction). (2) The miRNA is hsa-miR-300 with sequence UAUACAAGGGCAGACUCUCUCU. The protein sequence of the target gene is MEAAATPAAAGAARREELDMDVMRPLINEQNFDGTSDEEHEQELLPVQKHYQLDDQEGISFVQTLMHLLKGNIGTGLLGLPLAIKNAGIVLGPISLVFIGIISVHCMHILVRCSHFLCLRFKKSTLGYSDTVSFAMEVSPWSCLQKQAAWGRSVVDFFLVITQLGFCSVYIVFLAENVKQVHEGFLESKVFISNSTNSSNPCERRSVDLRIYMLCFLPFIILLVFIRELKNLFVLSFLANVSMAVSLVIIYQYVVRNMPDPHNLPIVAGWKKYPLFFGTAVFAFEGIGVVLPLENQMKES.... Result: 1 (interaction). (3) The miRNA is hsa-miR-4282 with sequence UAAAAUUUGCAUCCAGGA. The protein sequence of the target gene is MAARSPPSPHPSPPARQLGPRSPRVGRGAEVHAMRSEASGFAGAAREVVADESDKIWVGEEGSGGRRGPGGAAPAHAPLLSAPMGSRRLEGISVEEAMVTRTQLLEEELSSLKEELALCQADKEFVWSLWKRLQVTNPDLTQVVSLVVEREKQKSEAKDRKVLEILQVKDAKIQEFEQRESVLKQEINDLVKRKIAVDEENAFLRKEFSDLEKKFKDKSQEIKDTKECVQNKEEQNRLVIKNLEEENKKLSTRCTDLLNDLEKLRKQEAHLRKEKYSTDAKIKTFEDNLIEARKEVEVSQ.... Result: 0 (no interaction). (4) The miRNA is mmu-miR-3962 with sequence AGGUAGUAGUUUGUACAUUU. The protein sequence of the target gene is MAAEEEDEVEWVVESIAGFLRGPDWSIPILDFVEQKCEVFDDEEESKLTYTEIHQEYKELVEKLLEGYLKEIGINEDQFQEACTSPLAKTHTSQAILQPVLAAEDFTIFKAMMVQKNIEMQLQAIRIIQERNGVLPDCLTDGSDVVSDLEHEEMKILREVLRKSKEEYDQEEERKRKKQLSEAKTEEPTVHSSEAAIMNNSQGDGEHFAHPPSEVKMHFANQSIEPLGRKVERSETSSLPQKDLKIPGLEHASIEGPIANLSVLGTEELRQREHYLKQKRDKLMSMRKDMRTKQIQNMEQ.... Result: 0 (no interaction). (5) The miRNA is hsa-miR-6883-5p with sequence AGGGAGGGUGUGGUAUGGAUGU. The protein sequence of the target gene is MKIFSESHKTVFVVDHCPYMAESCRQHVEFDMLVKNRTQGIIPLAPISKSLWTCSVESSMEYCRIMYDIFPFKKLVNFIVSDSGAHVLNSWTQEDQNLQELMAALAAVGPPNPRADPECCSILHGLVAAVETLCKITEYQHEARTLLMENAERVGNRGRIICITNAKSDSHVRMLEDCVQETIHEHNKLAANSDHLMQIQKCELVLIHTYPVGEDSLVSDRSKKELSPVLTSEVHSVRAGRHLATKLNILVQQHFDLASTTITNIPMKEEQHANTSANYDVELLHHKDAHVDFLKSGDSH.... Result: 1 (interaction). (6) The miRNA is mmu-miR-804 with sequence UGUGAGUUGUUCCUCACCUGGA. The protein sequence of the target gene is MEATGTWALLLALALLLLLTLALSGTRARGHLPPGPTPLPLLGNLLQLRPGALYSGLMRLSKKYGPVFTIYLGPWRPVVVLVGQEAVREALGGQAEEFSGRGTVAMLEGTFDGHGVFFSNGERWRQLRKFTMLALRDLGMGKREGEELIQAEARCLVETFQGTEGRPFDPSLLLAQATSNVVCSLLFGLRFSYEDKEFQAVVRAAGGTLLGVSSQGGQTYEMFSWFLRPLPGPHKQLLHHVSTLAAFTVRQVQQHQGNLDASGPARDLVDAFLLKMAQEEQNPGTEFTNKNMLMTVIYLL.... Result: 0 (no interaction). (7) The miRNA is mmu-miR-20a-5p with sequence UAAAGUGCUUAUAGUGCAGGUAG. The protein sequence of the target gene is MWKWILTHCASAFPHLPGCCCCFLLLFLVSSFPVTCQALGQDMVSQEATNCSSSSSSFSSPSSAGRHVRSYNHLQGDVRWRRLFSFTKYFLTIEKNGKVSGTKNEDCPYSVLEITSVEIGVVAVKAINSNYYLAMNKKGKLYGSKEFNNDCKLKERIEENGYNTYASFNWQHNGRQMYVALNGKGAPRRGQKTRRKNTSAHFLPMTIQT. Result: 1 (interaction).